Dataset: Catalyst prediction with 721,799 reactions and 888 catalyst types from USPTO. Task: Predict which catalyst facilitates the given reaction. (1) Reactant: Br[CH:2]([C:6]1[CH:11]=[CH:10][CH:9]=[C:8]([Br:12])[CH:7]=1)[C:3]([OH:5])=O.C(Cl)(=O)C(Cl)=O.[C:19]1([C@H:25]([NH:27][CH2:28][CH2:29][CH2:30][OH:31])[CH3:26])[CH:24]=[CH:23][CH:22]=[CH:21][CH:20]=1.C(N(CC)CC)C.[OH-].[K+]. Product: [Br:12][C:8]1[CH:7]=[C:6]([CH:2]2[C:3](=[O:5])[N:27]([C@@H:25]([C:19]3[CH:24]=[CH:23][CH:22]=[CH:21][CH:20]=3)[CH3:26])[CH2:28][CH2:29][CH2:30][O:31]2)[CH:11]=[CH:10][CH:9]=1. The catalyst class is: 120. (2) Reactant: [C:1]([O:5][C:6](=[O:44])[N:7]([CH2:33][C:34]1[CH:43]=[CH:42][C:37]2[O:38][CH2:39][CH2:40][O:41][C:36]=2[CH:35]=1)[CH:8]1[CH2:13][CH2:12][N:11]([CH2:14][CH2:15][N:16]2[C:25]3[C:20](=[C:21]([CH:28]([OH:31])[CH2:29][CH3:30])[CH:22]=[C:23]([O:26][CH3:27])[CH:24]=3)[CH:19]=[CH:18][C:17]2=[O:32])[CH2:10][CH2:9]1)([CH3:4])([CH3:3])[CH3:2].CC(OI1(OC(C)=O)(OC(C)=O)OC(=O)C2C=CC=CC1=2)=O.C(=O)([O-])O.[Na+]. Product: [C:1]([O:5][C:6](=[O:44])[N:7]([CH2:33][C:34]1[CH:43]=[CH:42][C:37]2[O:38][CH2:39][CH2:40][O:41][C:36]=2[CH:35]=1)[CH:8]1[CH2:13][CH2:12][N:11]([CH2:14][CH2:15][N:16]2[C:25]3[C:20](=[C:21]([C:28](=[O:31])[CH2:29][CH3:30])[CH:22]=[C:23]([O:26][CH3:27])[CH:24]=3)[CH:19]=[CH:18][C:17]2=[O:32])[CH2:10][CH2:9]1)([CH3:2])([CH3:3])[CH3:4]. The catalyst class is: 22. (3) The catalyst class is: 20. Product: [F:14][C:2]([F:1])([F:13])[C:3]1[N:8]=[N:7][CH:6]=[C:5]([C:9]([OH:11])=[O:10])[CH:4]=1. Reactant: [F:1][C:2]([F:14])([F:13])[C:3]1[N:8]=[N:7][CH:6]=[C:5]([C:9]([O:11]C)=[O:10])[CH:4]=1.[Li+].[OH-].